Dataset: Reaction yield outcomes from USPTO patents with 853,638 reactions. Task: Predict the reaction yield, written as a fraction of the theoretical maximum amount of product (1.0 means a 100% yield; for example, 0.34 means a 34% yield). (1) The reactants are Cl.[CH3:2][C:3]1[C:4]([C:11]2[CH:12]=[N:13][C:14]([C:17]([F:20])([F:19])[F:18])=[CH:15][CH:16]=2)=[CH:5][C:6]([CH2:9][NH2:10])=[N:7][CH:8]=1.[C:21]([O:25][C:26]([N:28]1[CH2:32][C@H:31]([F:33])[CH2:30][C@H:29]1[C:34](O)=[O:35])=[O:27])([CH3:24])([CH3:23])[CH3:22].CCN(C(C)C)C(C)C.CN(C(ON1N=NC2C=CC=NC1=2)=[N+](C)C)C.F[P-](F)(F)(F)(F)F. The catalyst is CN(C)C=O.O. The product is [F:33][C@H:31]1[CH2:32][N:28]([C:26]([O:25][C:21]([CH3:22])([CH3:23])[CH3:24])=[O:27])[C@H:29]([C:34](=[O:35])[NH:10][CH2:9][C:6]2[CH:5]=[C:4]([C:11]3[CH:12]=[N:13][C:14]([C:17]([F:20])([F:18])[F:19])=[CH:15][CH:16]=3)[C:3]([CH3:2])=[CH:8][N:7]=2)[CH2:30]1. The yield is 0.920. (2) The yield is 0.930. The reactants are Cl[S:2]([C:5]1[CH:14]=[CH:13][CH:12]=[C:11]2[C:6]=1[CH:7]=[CH:8][CH:9]=[C:10]2[C:15]([OH:17])=[O:16])(=[O:4])=[O:3].C(N(CC)CC)C.[C:25]([O:29][C:30]([N:32]1[CH2:37][CH2:36][CH:35]([NH2:38])[CH2:34][CH2:33]1)=[O:31])([CH3:28])([CH3:27])[CH3:26]. The product is [C:25]([O:29][C:30]([N:32]1[CH2:37][CH2:36][CH:35]([NH:38][S:2]([C:5]2[C:6]3[C:11](=[C:10]([C:15]([OH:17])=[O:16])[CH:9]=[CH:8][CH:7]=3)[CH:12]=[CH:13][CH:14]=2)(=[O:4])=[O:3])[CH2:34][CH2:33]1)=[O:31])([CH3:28])([CH3:26])[CH3:27]. The catalyst is ClCCl. (3) The reactants are C1C=CC(C2C=CC=CC=2)=CC=1.C1C=CC(OC2C=CC=CC=2)=CC=1.[Cl:26][C:27]1[CH:32]=[CH:31][C:30]([C:33]([F:36])([F:35])[F:34])=[CH:29][C:28]=1[NH:37][CH:38]=[C:39]([C:45](OCC)=[O:46])[C:40]([O:42][CH2:43][CH3:44])=[O:41]. No catalyst specified. The product is [Cl:26][C:27]1[CH:32]=[CH:31][C:30]([C:33]([F:34])([F:35])[F:36])=[C:29]2[C:28]=1[NH:37][CH:38]=[C:39]([C:40]([O:42][CH2:43][CH3:44])=[O:41])[C:45]2=[O:46]. The yield is 0.650. (4) The catalyst is C1COCC1. The product is [C:24]1([CH:17]([C:11]2[CH:12]=[CH:13][CH:14]=[CH:15][CH:16]=2)[N:18]2[CH2:23][C:20]([CH2:21][S:10][C:7]3[CH:8]=[CH:9][C:4]([F:3])=[CH:5][CH:6]=3)([OH:22])[CH2:19]2)[CH:25]=[CH:26][CH:27]=[CH:28][CH:29]=1. The yield is 0.800. The reactants are [H-].[Na+].[F:3][C:4]1[CH:9]=[CH:8][C:7]([SH:10])=[CH:6][CH:5]=1.[C:11]1([CH:17]([C:24]2[CH:29]=[CH:28][CH:27]=[CH:26][CH:25]=2)[N:18]2[CH2:23][C:20]3([O:22][CH2:21]3)[CH2:19]2)[CH:16]=[CH:15][CH:14]=[CH:13][CH:12]=1.O. (5) The reactants are F[C:2]1[CH:9]=[CH:8][CH:7]=[C:6]([F:10])[C:3]=1[CH:4]=[O:5].[C:11]1(=[O:21])[NH:15][C:14](=[O:16])[C:13]2=[CH:17][CH:18]=[CH:19][CH:20]=[C:12]12.[K]. The catalyst is CN(C=O)C. The product is [O:16]=[C:14]1[C:13]2[C:12](=[CH:20][CH:19]=[CH:18][CH:17]=2)[C:11](=[O:21])[N:15]1[C:2]1[CH:9]=[CH:8][CH:7]=[C:6]([F:10])[C:3]=1[CH:4]=[O:5]. The yield is 0.400. (6) The reactants are [CH:1](I)([CH3:3])[CH3:2].[F:5][C:6]([F:18])([F:17])[C:7]1[C:11]([C:12]([O:14][CH2:15][CH3:16])=[O:13])=[CH:10][NH:9][N:8]=1.CCN(C(C)C)C(C)C. The catalyst is CN(C=O)C.C(OCC)(=O)C.CN(C)C1C=CN=CC=1. The product is [CH:1]([N:9]1[CH:10]=[C:11]([C:12]([O:14][CH2:15][CH3:16])=[O:13])[C:7]([C:6]([F:5])([F:17])[F:18])=[N:8]1)([CH3:3])[CH3:2]. The yield is 0.440. (7) The reactants are [Br:1]N1C(=O)CCC1=O.[Cl:9][C:10]1[N:15]=[C:14]([NH2:16])[CH:13]=[N:12][CH:11]=1. The catalyst is C(Cl)(Cl)Cl. The product is [Br:1][C:13]1[C:14]([NH2:16])=[N:15][C:10]([Cl:9])=[CH:11][N:12]=1. The yield is 0.250.